From a dataset of Tox21: 12 toxicity assays (nuclear receptors and stress response pathways). Binary classification across 12 toxicity assays. (1) The drug is O=C(NC(=O)c1ccccc1Cl)Nc1ccc(OC(F)(F)F)cc1. It tested positive (active) for: NR-AhR (Aryl hydrocarbon Receptor agonist activity). (2) The molecule is Cc1oc(=O)oc1CN1CCN(c2cc3c(cc2F)c(=O)c(C(=O)O)c2n3C(C)S2)CC1. It tested positive (active) for: NR-AR (Androgen Receptor agonist activity), NR-AR-LBD (Androgen Receptor Ligand Binding Domain agonist), NR-ER (Estrogen Receptor agonist activity), and NR-ER-LBD (Estrogen Receptor Ligand Binding Domain agonist).